From a dataset of Full USPTO retrosynthesis dataset with 1.9M reactions from patents (1976-2016). Predict the reactants needed to synthesize the given product. Given the product [CH:1]1([CH:7]([C:18]2[CH:22]=[C:21]([C:23]3[CH:28]=[CH:27][N:26]=[CH:25][CH:24]=3)[O:20][C:19]=2[CH3:29])[O:8][C:9]2[CH:10]=[CH:11][C:12]([C:13]([N:31]([CH3:30])[CH2:32][CH2:33][C:34]([OH:36])=[O:35])=[O:14])=[CH:16][CH:17]=2)[CH2:6][CH2:5][CH2:4][CH2:3][CH2:2]1, predict the reactants needed to synthesize it. The reactants are: [CH:1]1([CH:7]([C:18]2[CH:22]=[C:21]([C:23]3[CH:28]=[CH:27][N:26]=[CH:25][CH:24]=3)[O:20][C:19]=2[CH3:29])[O:8][C:9]2[CH:17]=[CH:16][C:12]([C:13](O)=[O:14])=[CH:11][CH:10]=2)[CH2:6][CH2:5][CH2:4][CH2:3][CH2:2]1.[CH3:30][NH:31][CH2:32][CH2:33][C:34]([O:36]CC)=[O:35].Cl.C(N=C=NCCCN(C)C)C.O.OC1C2N=NNC=2C=CC=1.